This data is from Blood-brain barrier penetration binary classification data from Martins et al.. The task is: Regression/Classification. Given a drug SMILES string, predict its absorption, distribution, metabolism, or excretion properties. Task type varies by dataset: regression for continuous measurements (e.g., permeability, clearance, half-life) or binary classification for categorical outcomes (e.g., BBB penetration, CYP inhibition). Dataset: bbb_martins. (1) The drug is CC1OC2(CCCCC2Oc2cccc(Cl)c2)NC1=O. The result is 1 (penetrates BBB). (2) The molecule is C#C[C@]1(O)CC[C@H]2[C@@H]3CCc4cc(OC)ccc4[C@H]3CC[C@@]21C. The result is 0 (does not penetrate BBB).